From a dataset of Full USPTO retrosynthesis dataset with 1.9M reactions from patents (1976-2016). Predict the reactants needed to synthesize the given product. (1) Given the product [C:14]([O:13][C:11]([NH:1][CH2:2][CH2:3][CH2:4][N:5]1[CH2:10][CH2:9][O:8][CH2:7][CH2:6]1)=[O:12])([CH3:17])([CH3:16])[CH3:15], predict the reactants needed to synthesize it. The reactants are: [NH2:1][CH2:2][CH2:3][CH2:4][N:5]1[CH2:10][CH2:9][O:8][CH2:7][CH2:6]1.[C:11](O[C:11]([O:13][C:14]([CH3:17])([CH3:16])[CH3:15])=[O:12])([O:13][C:14]([CH3:17])([CH3:16])[CH3:15])=[O:12]. (2) Given the product [CH3:27][C@@H:28]1[C@H:32]([C:33]2[CH:38]=[CH:37][CH:36]=[CH:35][CH:34]=2)[O:31][C:30](=[O:39])[N:29]1[C:5](=[O:7])[CH2:4][CH2:3][C@H:2]([CH3:1])[CH2:8][CH2:9][CH3:10], predict the reactants needed to synthesize it. The reactants are: [CH3:1][C@H:2]([CH2:8][CH2:9][CH3:10])[CH2:3][CH2:4][C:5]([OH:7])=O.C(N(CC)CC)C.CC(C)(C)C(Cl)=O.[Li+].[Cl-].[CH3:27][C@@H:28]1[C@H:32]([C:33]2[CH:38]=[CH:37][CH:36]=[CH:35][CH:34]=2)[O:31][C:30](=[O:39])[NH:29]1. (3) Given the product [I:16][C:13]1[CH:14]=[CH:15][C:10]([C:8]([N:1]2[CH2:7][CH2:6][CH2:5][N:4]([CH2:20][CH2:19][O:18][CH3:17])[CH2:3][CH2:2]2)=[O:9])=[CH:11][CH:12]=1, predict the reactants needed to synthesize it. The reactants are: [N:1]1([C:8]([C:10]2[CH:15]=[CH:14][C:13]([I:16])=[CH:12][CH:11]=2)=[O:9])[CH2:7][CH2:6][CH2:5][NH:4][CH2:3][CH2:2]1.[CH3:17][O:18][CH2:19][CH2:20]Br. (4) Given the product [C:1]([O:5][C:6](=[O:20])[NH:7][C:8]1[CH:13]=[C:12]([CH3:14])[C:11]([C:15]([F:18])([F:17])[F:16])=[CH:10][C:9]=1[NH:19][C:26](=[O:25])[CH2:27][C:28]([C:30]1[CH:35]=[CH:34][CH:33]=[C:32]([C:36]2[C:37]([CH:42]3[CH2:43][CH2:44]3)=[N:38][CH:39]=[CH:40][CH:41]=2)[CH:31]=1)=[O:29])([CH3:4])([CH3:2])[CH3:3], predict the reactants needed to synthesize it. The reactants are: [C:1]([O:5][C:6](=[O:20])[NH:7][C:8]1[CH:13]=[C:12]([CH3:14])[C:11]([C:15]([F:18])([F:17])[F:16])=[CH:10][C:9]=1[NH2:19])([CH3:4])([CH3:3])[CH3:2].C([O:25][C:26](=O)[CH2:27][C:28]([C:30]1[CH:35]=[CH:34][CH:33]=[C:32]([C:36]2[C:37]([CH:42]3[CH2:44][CH2:43]3)=[N:38][CH:39]=[CH:40][CH:41]=2)[CH:31]=1)=[O:29])(C)(C)C. (5) Given the product [C:1]([O:5][C:6]([NH:8][C@H:9]([C:11]1[C:20]([C:21]([OH:23])=[O:22])=[CH:19][C:18]2[C:13](=[C:14]([F:26])[CH:15]=[CH:16][CH:17]=2)[N:12]=1)[CH3:10])=[O:7])([CH3:2])([CH3:3])[CH3:4], predict the reactants needed to synthesize it. The reactants are: [C:1]([O:5][C:6]([NH:8][C@H:9]([C:11]1[C:20]([C:21]([O:23]CC)=[O:22])=[CH:19][C:18]2[C:13](=[C:14]([F:26])[CH:15]=[CH:16][CH:17]=2)[N:12]=1)[CH3:10])=[O:7])([CH3:4])([CH3:3])[CH3:2].O.[OH-].[Li+].C(O)(=O)C. (6) The reactants are: [NH2:1][C@H:2]([C:12]1[O:13][C:14]([C:17]2[C:18]([O:27][CH3:28])=[N:19][C:20]3[C:25]([CH:26]=2)=[CH:24][CH:23]=[CH:22][CH:21]=3)=[CH:15][N:16]=1)[CH2:3][CH2:4][CH2:5][CH2:6][CH2:7][C:8](=[O:11])[CH2:9][CH3:10].[CH:29](=O)[C:30]1[CH:35]=[CH:34][CH:33]=[CH:32][CH:31]=1.[BH-](OC(C)=O)(OC(C)=O)O[C:39](C)=O.[Na+].C=O.O. Given the product [CH2:29]([N:1]([CH3:39])[C@H:2]([C:12]1[O:13][C:14]([C:17]2[C:18]([O:27][CH3:28])=[N:19][C:20]3[C:25]([CH:26]=2)=[CH:24][CH:23]=[CH:22][CH:21]=3)=[CH:15][N:16]=1)[CH2:3][CH2:4][CH2:5][CH2:6][CH2:7][C:8](=[O:11])[CH2:9][CH3:10])[C:30]1[CH:35]=[CH:34][CH:33]=[CH:32][CH:31]=1, predict the reactants needed to synthesize it. (7) Given the product [CH3:17][S:14]([N:11]1[CH2:12][CH:13]=[C:8]([C:5]2[CH:6]=[CH:7][C:2]([OH:18])=[CH:3][CH:4]=2)[CH2:9][CH2:10]1)(=[O:16])=[O:15], predict the reactants needed to synthesize it. The reactants are: Br[C:2]1[CH:7]=[CH:6][C:5]([C:8]2[CH2:9][CH2:10][N:11]([S:14]([CH3:17])(=[O:16])=[O:15])[CH2:12][CH:13]=2)=[CH:4][CH:3]=1.[OH-:18].[K+]. (8) Given the product [ClH:21].[N:12]1[CH:11]=[C:10]2[N:19]3[C:17](=[CH:16][CH:15]=[CH:14][C:13]=13)[CH2:18][NH:8][C:9]2=[O:20], predict the reactants needed to synthesize it. The reactants are: C(OC([N:8]1[CH2:18][C:17]2[N:19]3[C:10](=[CH:11][N:12]=[C:13]3[CH:14]=[CH:15][CH:16]=2)[C:9]1=[O:20])=O)(C)(C)C.[ClH:21]. (9) Given the product [CH2:24]([N:4]1[C:5]2[C:10](=[O:11])[N:9]([CH2:12][C:13]3[C:22]4[C:17](=[CH:18][CH:19]=[CH:20][CH:21]=4)[CH:16]=[CH:15][CH:14]=3)[N:8]=[CH:7][C:6]=2[N:23]=[C:3]1[S:2][CH3:1])[C:25]1[CH:30]=[CH:29][CH:28]=[CH:27][CH:26]=1, predict the reactants needed to synthesize it. The reactants are: [CH3:1][S:2][C:3]1[NH:4][C:5]2[C:10](=[O:11])[N:9]([CH2:12][C:13]3[C:22]4[C:17](=[CH:18][CH:19]=[CH:20][CH:21]=4)[CH:16]=[CH:15][CH:14]=3)[N:8]=[CH:7][C:6]=2[N:23]=1.[CH2:24](Br)[C:25]1[CH:30]=[CH:29][CH:28]=[CH:27][CH:26]=1.C(=O)([O-])[O-].[K+].[K+]. (10) Given the product [C:19]([O:22][C:23](=[O:24])[NH:9][C:7]1[CH:8]=[C:3]([O:2][CH3:1])[C:4]([N:13]2[CH:17]=[CH:16][CH:15]=[CH:14]2)=[CH:5][C:6]=1[N+:10]([O-:12])=[O:11])([CH3:21])([CH3:20])[CH3:18], predict the reactants needed to synthesize it. The reactants are: [CH3:1][O:2][C:3]1[C:4]([N:13]2[CH:17]=[CH:16][CH:15]=[CH:14]2)=[CH:5][C:6]([N+:10]([O-:12])=[O:11])=[C:7]([NH2:9])[CH:8]=1.[CH3:18][C:19]([O:22][C:23](O[C:23]([O:22][C:19]([CH3:21])([CH3:20])[CH3:18])=[O:24])=[O:24])([CH3:21])[CH3:20].C(O)(C(F)(F)F)=O.